Dataset: Catalyst prediction with 721,799 reactions and 888 catalyst types from USPTO. Task: Predict which catalyst facilitates the given reaction. (1) Reactant: Br[C:2]1[CH:7]=[CH:6][C:5]([O:8][CH3:9])=[CH:4][C:3]=1[NH:10][C:11](=[O:16])[C:12]([CH3:15])([CH3:14])[CH3:13].C([Li])CCC.[B:22](OC(C)C)([O:27]C(C)C)[O:23]C(C)C.[Cl-].[NH4+]. Product: [CH3:13][C:12]([CH3:15])([CH3:14])[C:11]([NH:10][C:3]1[CH:4]=[C:5]([O:8][CH3:9])[CH:6]=[CH:7][C:2]=1[B:22]([OH:27])[OH:23])=[O:16]. The catalyst class is: 7. (2) Reactant: C(=O)([O-])[O-].[K+].[K+].[CH3:7][O:8][C:9](=[O:23])[C:10](Br)([C:12]1[CH:17]=[CH:16][C:15]([S:18]([CH3:21])(=[O:20])=[O:19])=[CH:14][CH:13]=1)[CH3:11].[F:24][C:25]1[CH:30]=[C:29]([F:31])[CH:28]=[CH:27][C:26]=1[OH:32]. Product: [CH3:7][O:8][C:9](=[O:23])[C:10]([O:32][C:26]1[CH:27]=[CH:28][C:29]([F:31])=[CH:30][C:25]=1[F:24])([C:12]1[CH:17]=[CH:16][C:15]([S:18]([CH3:21])(=[O:20])=[O:19])=[CH:14][CH:13]=1)[CH3:11]. The catalyst class is: 3. (3) Reactant: C(NC(C)C)(C)C.[Br:8][C:9]1[CH:14]=[CH:13][CH:12]=[C:11]([CH3:15])[N:10]=1.Br[CH2:17][CH:18]([CH3:20])[CH3:19].O. Product: [Br:8][C:9]1[CH:14]=[CH:13][CH:12]=[C:11]([CH2:15][CH2:17][CH:18]([CH3:20])[CH3:19])[N:10]=1. The catalyst class is: 1. (4) Reactant: [N:1]1([C:7]2[CH:12]=[CH:11][C:10]([OH:13])=[CH:9][CH:8]=2)[CH2:6][CH2:5][NH:4][CH2:3][CH2:2]1.Br[CH:15]([CH3:21])[CH2:16][C:17]([O:19][CH3:20])=[O:18].C(N(CC)CC)C. Product: [CH3:20][O:19][C:17](=[O:18])[CH2:16][CH:15]([N:4]1[CH2:3][CH2:2][N:1]([C:7]2[CH:8]=[CH:9][C:10]([OH:13])=[CH:11][CH:12]=2)[CH2:6][CH2:5]1)[CH3:21]. The catalyst class is: 3. (5) Reactant: [CH3:1][O:2][C:3](=[O:9])[C:4]([CH3:8])([CH3:7])[CH2:5][OH:6].[H-].[Na+].[CH3:12]I.O. Product: [CH3:1][O:2][C:3](=[O:9])[C:4]([CH3:8])([CH3:7])[CH2:5][O:6][CH3:12]. The catalyst class is: 7.